From a dataset of Full USPTO retrosynthesis dataset with 1.9M reactions from patents (1976-2016). Predict the reactants needed to synthesize the given product. (1) Given the product [CH:1]1([C:4]2[O:8][N:7]=[C:6]([CH:9]3[CH2:11][CH:10]3[C:12]3[CH:13]=[CH:14][CH:15]=[CH:16][CH:17]=3)[C:5]=2[CH2:18][OH:19])[CH2:3][CH2:2]1, predict the reactants needed to synthesize it. The reactants are: [CH:1]1([C:4]2[O:8][N:7]=[C:6]([CH:9]3[CH2:11][CH:10]3[C:12]3[CH:17]=[CH:16][CH:15]=[CH:14][CH:13]=3)[C:5]=2[C:18](O)=[O:19])[CH2:3][CH2:2]1.[H-].[Al+3].[Li+].[H-].[H-].[H-]. (2) The reactants are: [OH:1][CH:2]1[CH2:7][CH2:6][N:5](C(OC(C)(C)C)=O)[CH2:4][CH:3]1[C:15]1[CH:20]=[CH:19][CH:18]=[C:17]([N:21]2[C:29]3[CH:28]=[C:27]([C:30]4[CH:35]=[N:34][CH:33]=[C:32]([CH3:36])[N:31]=4)[N:26]=[CH:25][C:24]=3[CH:23]=[N:22]2)[N:16]=1.O1CCOCC1.Cl. Given the product [CH3:36][C:32]1[N:31]=[C:30]([C:27]2[N:26]=[CH:25][C:24]3[CH:23]=[N:22][N:21]([C:17]4[N:16]=[C:15]([CH:3]5[CH:2]([OH:1])[CH2:7][CH2:6][NH:5][CH2:4]5)[CH:20]=[CH:19][CH:18]=4)[C:29]=3[CH:28]=2)[CH:35]=[N:34][CH:33]=1, predict the reactants needed to synthesize it. (3) Given the product [NH3:5].[CH3:11][OH:12].[C:1]([N:5]1[CH2:10][CH2:9][NH:8][C@@H:7]([C:18]([N:20]2[CH2:21][CH2:22][N:23]([C:39]([NH:38][C:34]3[CH:35]=[CH:36][CH:37]=[C:32]([O:31][C:27]([F:26])([F:48])[CH:28]([F:30])[F:29])[CH:33]=3)=[O:40])[CH2:24][CH2:25]2)=[O:19])[CH2:6]1)([CH3:4])([CH3:3])[CH3:2], predict the reactants needed to synthesize it. The reactants are: [C:1]([N:5]1[CH2:10][CH2:9][N:8]([C:11](OC(C)(C)C)=[O:12])[C@@H:7]([C:18]([N:20]2[CH2:25][CH2:24][NH:23][CH2:22][CH2:21]2)=[O:19])[CH2:6]1)([CH3:4])([CH3:3])[CH3:2].[F:26][C:27]([F:48])([O:31][C:32]1[CH:33]=[C:34]([NH:38][C:39](=O)[O:40]C2C=CC=CC=2)[CH:35]=[CH:36][CH:37]=1)[CH:28]([F:30])[F:29]. (4) Given the product [CH2:1]=[C:2]1[CH2:12][CH:11]2[CH2:4][CH:3]1[CH:9]=[CH:10]2.[C:4]1(=[O:5])[O:6][C:1](=[O:7])[CH:2]=[CH:3]1, predict the reactants needed to synthesize it. The reactants are: [C:1]1(=[O:7])[O:6][C:4](=[O:5])[CH:3]=[CH:2]1.O1[CH2:12][CH2:11][CH2:10][CH2:9]1. (5) Given the product [CH:13]1([C:19]2[CH:26]=[CH:25][C:22]([CH2:23][NH:1][C:2]3[CH:11]=[CH:10][C:5]([C:6]([O:8][CH3:9])=[O:7])=[C:4]([OH:12])[CH:3]=3)=[CH:21][CH:20]=2)[CH2:14][CH2:15][CH2:16][CH2:17][CH2:18]1, predict the reactants needed to synthesize it. The reactants are: [NH2:1][C:2]1[CH:11]=[CH:10][C:5]([C:6]([O:8][CH3:9])=[O:7])=[C:4]([OH:12])[CH:3]=1.[CH:13]1([C:19]2[CH:26]=[CH:25][C:22]([CH:23]=O)=[CH:21][CH:20]=2)[CH2:18][CH2:17][CH2:16][CH2:15][CH2:14]1.[BH-](OC(C)=O)(OC(C)=O)OC(C)=O.[Na+].C([O-])(O)=O.[Na+]. (6) Given the product [N:2]1([C:3]([C:5]2[CH:6]=[N:7][N:8]([CH3:10])[CH:9]=2)=[O:4])[CH2:11][CH2:12][CH2:1]1, predict the reactants needed to synthesize it. The reactants are: [CH3:1][N:2]([CH3:11])[C:3]([C:5]1[CH:6]=[N:7][N:8]([CH3:10])[CH:9]=1)=[O:4].[CH3:12]N1C=C(C(O)=O)C=N1.N1CCC1. (7) Given the product [Br:19][C:20]1[CH:25]=[CH:24][C:23]([CH2:26][N:12]2[N:11]=[CH:10][C:9]3[C:14](=[C:15]([F:17])[CH:16]=[C:7]([C:3]([CH3:6])([CH3:4])[CH3:5])[CH:8]=3)[C:13]2=[O:18])=[C:22]([F:28])[CH:21]=1, predict the reactants needed to synthesize it. The reactants are: [H-].[Na+].[C:3]([C:7]1[CH:8]=[C:9]2[C:14](=[C:15]([F:17])[CH:16]=1)[C:13](=[O:18])[NH:12][N:11]=[CH:10]2)([CH3:6])([CH3:5])[CH3:4].[Br:19][C:20]1[CH:25]=[CH:24][C:23]([CH2:26]Cl)=[C:22]([F:28])[CH:21]=1.[NH4+].[Cl-].